This data is from Full USPTO retrosynthesis dataset with 1.9M reactions from patents (1976-2016). The task is: Predict the reactants needed to synthesize the given product. Given the product [NH2:1][C:2]1[N:7]=[C:6]([N:8]([CH3:15])[C:9]2[CH:14]=[CH:13][CH:12]=[CH:11][CH:10]=2)[N:5]=[C:4]([C:16]2[N:20]=[C:19]([C:21]3[CH:22]=[CH:23][C:24]([C:27]([NH2:37])=[O:28])=[N:25][CH:26]=3)[O:18][N:17]=2)[N:3]=1, predict the reactants needed to synthesize it. The reactants are: [NH2:1][C:2]1[N:7]=[C:6]([N:8]([CH3:15])[C:9]2[CH:14]=[CH:13][CH:12]=[CH:11][CH:10]=2)[N:5]=[C:4]([C:16]2[N:20]=[C:19]([C:21]3[CH:22]=[CH:23][C:24]([C:27](O)=[O:28])=[N:25][CH:26]=3)[O:18][N:17]=2)[N:3]=1.C(Cl)(=O)C(Cl)=O.C[N:37](C=O)C.